From a dataset of Catalyst prediction with 721,799 reactions and 888 catalyst types from USPTO. Predict which catalyst facilitates the given reaction. (1) Reactant: [N+:1]([C:4]1[CH:8]=[CH:7][NH:6][N:5]=1)([O-:3])=[O:2].[H-].[Na+].[Cl:11][CH2:12][C:13]#[C:14][CH2:15]Cl. Product: [Cl:11][CH2:12][C:13]#[C:14][CH2:15][N:6]1[CH:7]=[CH:8][C:4]([N+:1]([O-:3])=[O:2])=[N:5]1. The catalyst class is: 9. (2) Product: [Br:19][C:20]1[CH:21]=[N:22][CH:23]=[C:24]([O:26][CH:8]([F:12])[F:13])[CH:25]=1. Reactant: C(=O)([O-])[O-].[K+].[K+].Cl[C:8]([F:13])([F:12])C(O)=O.CN(C=O)C.[Br:19][C:20]1[CH:21]=[N:22][CH:23]=[C:24]([OH:26])[CH:25]=1. The catalyst class is: 6. (3) Reactant: [CH3:1][C:2]1[C:11]2[C:6](=[CH:7][CH:8]=[CH:9][CH:10]=2)[N:5]=[CH:4][CH:3]=1.[C:12]1([CH3:23])[CH:17]=[CH:16][C:15]([S:18]([O:21]C)(=[O:20])=[O:19])=[CH:14][CH:13]=1. Product: [C:12]1([CH3:23])[CH:13]=[CH:14][C:15]([S:18]([O-:21])(=[O:19])=[O:20])=[CH:16][CH:17]=1.[CH3:12][N+:5]1[C:6]2[C:11](=[CH:10][CH:9]=[CH:8][CH:7]=2)[C:2]([CH3:1])=[CH:3][CH:4]=1. The catalyst class is: 13. (4) Reactant: C([O:8][C:9](=[O:26])[CH2:10][N:11]1[CH2:16][CH2:15][CH2:14][C@@H:13]([NH:17][C:18]([O:20][C:21]([CH3:24])([CH3:23])[CH3:22])=[O:19])[C:12]1=[O:25])C1C=CC=CC=1.[H][H]. Product: [C:21]([O:20][C:18]([NH:17][C@@H:13]1[CH2:14][CH2:15][CH2:16][N:11]([CH2:10][C:9]([OH:26])=[O:8])[C:12]1=[O:25])=[O:19])([CH3:24])([CH3:22])[CH3:23]. The catalyst class is: 63. (5) Reactant: C(Cl)CCl.Cl.[O:6]=[C:7]1[NH:16][C:15]2[N:14]=[CH:13][C:12](/[CH:17]=[CH:18]/[C:19]([OH:21])=O)=[CH:11][C:10]=2[CH2:9][CH2:8]1.CNC[C:25]1[C:33]2[CH:32]=[CH:31][CH:30]=[CH:29][C:28]=2[N:27]2[CH2:34][CH2:35][CH2:36][C:26]=12.C1C=CC2N(O)N=NC=2C=1.C[CH2:48][N:49](CC)[CH2:50]C. Product: [CH2:36]1[C:26]2[N:27]([CH:28]=[CH:29][C:30]3[C:25]=2[C:33]([CH2:48][N:49]([CH3:50])[C:19](=[O:21])/[CH:18]=[CH:17]/[C:12]2[CH:13]=[N:14][C:15]4[NH:16][C:7](=[O:6])[CH2:8][CH2:9][C:10]=4[CH:11]=2)=[CH:32][CH:31]=3)[CH2:34][CH2:35]1. The catalyst class is: 18.